This data is from Catalyst prediction with 721,799 reactions and 888 catalyst types from USPTO. The task is: Predict which catalyst facilitates the given reaction. (1) Product: [CH2:18]([C:17]([C:3]1[C:4]2[C:9](=[CH:8][CH:7]=[CH:6][CH:5]=2)[NH:1][CH:2]=1)([C:14]1[CH:13]=[CH:12][C:11]([F:10])=[CH:16][CH:15]=1)[CH2:20][CH3:21])[CH3:19]. Reactant: [NH:1]1[C:9]2[C:4](=[CH:5][CH:6]=[CH:7][CH:8]=2)[CH:3]=[CH:2]1.[F:10][C:11]1[CH:16]=[CH:15][C:14]([C:17](O)([CH2:20][CH3:21])[CH2:18][CH3:19])=[CH:13][CH:12]=1.FC(F)(F)C(O)=O.C(=O)(O)[O-].[Na+]. The catalyst class is: 96. (2) Product: [CH2:48]([N:27]([CH2:25][CH3:26])[C:28](=[O:47])[CH2:29][O:30][C:31]1[CH:32]=[C:33]([C@H:37]([N:45]([CH3:46])[C:12](=[O:14])[CH2:11][C:8]2[CH:9]=[CH:10][C:4]3[S:3][C:2](=[O:1])[NH:6][C:5]=3[CH:7]=2)[CH2:38][N:39]2[CH2:43][CH2:42][C@H:41]([OH:44])[CH2:40]2)[CH:34]=[CH:35][CH:36]=1)[CH3:49]. The catalyst class is: 9. Reactant: [O:1]=[C:2]1[NH:6][C:5]2[CH:7]=[C:8]([CH2:11][C:12]([OH:14])=O)[CH:9]=[CH:10][C:4]=2[S:3]1.C1C=CC2N(O)N=NC=2C=1.[CH2:25]([N:27]([CH2:48][CH3:49])[C:28](=[O:47])[CH2:29][O:30][C:31]1[CH:36]=[CH:35][CH:34]=[C:33]([C@H:37]([NH:45][CH3:46])[CH2:38][N:39]2[CH2:43][CH2:42][C@H:41]([OH:44])[CH2:40]2)[CH:32]=1)[CH3:26].